Dataset: Peptide-MHC class I binding affinity with 185,985 pairs from IEDB/IMGT. Task: Regression. Given a peptide amino acid sequence and an MHC pseudo amino acid sequence, predict their binding affinity value. This is MHC class I binding data. (1) The binding affinity (normalized) is 0.690. The MHC is HLA-A02:02 with pseudo-sequence HLA-A02:02. The peptide sequence is ITAIYVFCI. (2) The peptide sequence is HLEEERDLKI. The MHC is HLA-A68:02 with pseudo-sequence HLA-A68:02. The binding affinity (normalized) is 0. (3) The peptide sequence is IVQMLSDTLK. The MHC is HLA-A33:01 with pseudo-sequence HLA-A33:01. The binding affinity (normalized) is 0.0737. (4) The peptide sequence is TDFQPHQLW. The MHC is HLA-B44:02 with pseudo-sequence HLA-B44:02. The binding affinity (normalized) is 0.619. (5) The MHC is H-2-Db with pseudo-sequence H-2-Db. The binding affinity (normalized) is 0.0641. The peptide sequence is SIQFFGEL. (6) The peptide sequence is KLSSEQLSH. The MHC is HLA-A03:01 with pseudo-sequence HLA-A03:01. The binding affinity (normalized) is 0.622.